From a dataset of Forward reaction prediction with 1.9M reactions from USPTO patents (1976-2016). Predict the product of the given reaction. Given the reactants [Br:1][C:2]1[CH:11]=[CH:10][C:5]([C:6]([O:8]C)=O)=[C:4]([CH3:12])[CH:3]=1.BrN1C(=O)CCC1=O.[NH2:21][CH2:22][CH2:23][N:24]1[CH2:29][CH2:28][O:27][CH2:26][CH2:25]1, predict the reaction product. The product is: [Br:1][C:2]1[CH:3]=[C:4]2[C:5](=[CH:10][CH:11]=1)[C:6](=[O:8])[N:21]([CH2:22][CH2:23][N:24]1[CH2:29][CH2:28][O:27][CH2:26][CH2:25]1)[CH2:12]2.